Dataset: Full USPTO retrosynthesis dataset with 1.9M reactions from patents (1976-2016). Task: Predict the reactants needed to synthesize the given product. (1) Given the product [CH3:1][C:2]1([CH3:32])[CH2:11][CH:10]=[C:9](/[CH:12]=[CH:13]/[C:14]2[CH:19]=[CH:18][CH:17]=[CH:16][CH:15]=2)[C:8]2[CH:7]=[C:6](/[CH:20]=[CH:21]/[C:22]3[CH:23]=[CH:24][C:25]([C:26]([OH:28])=[O:27])=[CH:30][CH:31]=3)[CH:5]=[CH:4][C:3]1=2, predict the reactants needed to synthesize it. The reactants are: [CH3:1][C:2]1([CH3:32])[CH2:11][CH:10]=[C:9](/[CH:12]=[CH:13]/[C:14]2[CH:19]=[CH:18][CH:17]=[CH:16][CH:15]=2)[C:8]2[CH:7]=[C:6](/[CH:20]=[CH:21]/[C:22]3[CH:31]=[CH:30][C:25]([C:26]([O:28]C)=[O:27])=[CH:24][CH:23]=3)[CH:5]=[CH:4][C:3]1=2.[OH-].[Na+].Cl. (2) Given the product [N:39]1([CH2:46][CH2:47][O:48][C:49]2[CH:50]=[CH:51][C:52]([NH:55][C:56]3[CH:61]=[C:60]([OH:62])[CH:59]=[CH:58][C:57]=3[CH:64]3[CH2:73][CH2:72][C:71]4[CH:70]=[C:69]([OH:74])[CH:68]=[CH:67][C:66]=4[CH2:65]3)=[CH:53][CH:54]=2)[CH2:45][CH2:44][CH2:43][CH2:42][CH2:41][CH2:40]1, predict the reactants needed to synthesize it. The reactants are: COC1C=CC(C2CCC3C(=CC=C(OC)C=3)C2)=C(N)C=1.BrC1C=CC(OCCN2CCCCCC2)=CC=1.[N:39]1([CH2:46][CH2:47][O:48][C:49]2[CH:54]=[CH:53][C:52]([NH:55][C:56]3[CH:61]=[C:60]([O:62]C)[CH:59]=[CH:58][C:57]=3[CH:64]3[CH2:73][CH2:72][C:71]4[C:66](=[CH:67][CH:68]=[C:69]([O:74]C)[CH:70]=4)[CH2:65]3)=[CH:51][CH:50]=2)[CH2:45][CH2:44][CH2:43][CH2:42][CH2:41][CH2:40]1.